Predict the reaction yield, written as a fraction of the theoretical maximum amount of product (1.0 means a 100% yield; for example, 0.34 means a 34% yield). From a dataset of Reaction yield outcomes from USPTO patents with 853,638 reactions. (1) The reactants are [CH:1]([C:3]1[CH:7]=[C:6]([C:8]2[CH:13]=[CH:12][C:11]([CH3:14])=[CH:10][CH:9]=2)[N:5]([C:15]2[CH:20]=[CH:19][C:18]([S:21]([NH2:24])(=[O:23])=[O:22])=[CH:17][CH:16]=2)[N:4]=1)=O.[H-].[Na+].[OH2:27].[CH2:28]1[CH2:32][O:31][CH2:30][CH2:29]1. No catalyst specified. The product is [CH2:32]([O:31][C:30](=[O:27])/[CH:29]=[CH:1]/[C:3]1[CH:7]=[C:6]([C:8]2[CH:13]=[CH:12][C:11]([CH3:14])=[CH:10][CH:9]=2)[N:5]([C:15]2[CH:20]=[CH:19][C:18]([S:21](=[O:22])(=[O:23])[NH2:24])=[CH:17][CH:16]=2)[N:4]=1)[CH3:28]. The yield is 0.730. (2) The reactants are [CH:1]([C:3]1[CH:15]=[CH:14][C:6]([CH2:7][C@@H:8]([C:10]([O:12][CH3:13])=[O:11])[NH2:9])=[CH:5][CH:4]=1)=[O:2].[Cl:16][C:17]1[CH:25]=[CH:24][CH:23]=[C:22]([Cl:26])[C:18]=1[C:19](O)=[O:20]. The catalyst is C(Cl)Cl.O. The product is [Cl:16][C:17]1[CH:25]=[CH:24][CH:23]=[C:22]([Cl:26])[C:18]=1[C:19]([NH:9][C@H:8]([C:10]([O:12][CH3:13])=[O:11])[CH2:7][C:6]1[CH:5]=[CH:4][C:3]([CH:1]=[O:2])=[CH:15][CH:14]=1)=[O:20]. The yield is 0.370. (3) The reactants are [CH3:1][C:2]1[N:3]=[C:4]2[N:8]([C:9]=1[C:10]([OH:12])=O)[CH:7]=[CH:6][S:5]2.CN(C(ON1N=NC2C=CC=CC1=2)=[N+](C)C)C.[B-](F)(F)(F)F.CCN(C(C)C)C(C)C.[C:44]([O:48][C:49]([N:51]1[CH2:56][CH2:55][CH2:54][CH2:53][C@H:52]1[CH2:57][NH2:58])=[O:50])([CH3:47])([CH3:46])[CH3:45]. The catalyst is CC#N. The product is [C:44]([O:48][C:49]([N:51]1[CH2:56][CH2:55][CH2:54][CH2:53][C@H:52]1[CH2:57][NH:58][C:10]([C:9]1[N:8]2[C:4]([S:5][CH:6]=[CH:7]2)=[N:3][C:2]=1[CH3:1])=[O:12])=[O:50])([CH3:47])([CH3:46])[CH3:45]. The yield is 0.950. (4) The reactants are F[C:2]1[CH:9]=[CH:8][C:5]([C:6]#[N:7])=[CH:4][C:3]=1[N+:10]([O-:12])=[O:11].[O:13]1[CH2:18][CH2:17][N:16]([CH2:19][CH2:20][OH:21])[CH2:15][CH2:14]1.C(=O)([O-])[O-].[K+].[K+].O. The catalyst is CS(C)=O. The product is [O:13]1[CH2:18][CH2:17][N:16]([CH2:19][CH2:20][O:21][C:2]2[CH:9]=[CH:8][C:5]([C:6]#[N:7])=[CH:4][C:3]=2[N+:10]([O-:12])=[O:11])[CH2:15][CH2:14]1. The yield is 0.506. (5) The catalyst is C(Cl)(Cl)Cl.C(Cl)Cl. The product is [NH3:2].[CH:31]([N:5]1[CH2:6][CH:1]2[CH2:7][CH:4]1[CH2:3][N:2]2[C:8]1[N:13]=[C:12]([C:14]2[CH:19]=[CH:18][N:17]=[C:16]([NH:20][C@H:21]([C:23]3[CH:28]=[CH:27][CH:26]=[CH:25][CH:24]=3)[CH3:22])[CH:15]=2)[CH:11]=[C:10]([CH3:29])[N:9]=1)([CH3:33])[CH3:30]. The reactants are [CH:1]12[CH2:7][CH:4]([NH:5][CH2:6]1)[CH2:3][N:2]2[C:8]1[N:13]=[C:12]([C:14]2[CH:19]=[CH:18][N:17]=[C:16]([NH:20][C@H:21]([C:23]3[CH:28]=[CH:27][CH:26]=[CH:25][CH:24]=3)[CH3:22])[CH:15]=2)[CH:11]=[C:10]([CH3:29])[N:9]=1.[CH3:30][C:31]([CH3:33])=O.C(O[BH-](OC(=O)C)OC(=O)C)(=O)C.[Na+]. The yield is 0.0100.